From a dataset of Catalyst prediction with 721,799 reactions and 888 catalyst types from USPTO. Predict which catalyst facilitates the given reaction. (1) Reactant: [F:1][C:2]1[C:8]([F:9])=[C:7]([F:10])[C:6]([F:11])=[C:5]([F:12])[C:3]=1[NH2:4].[C:13]([S:17]([OH:20])(=[O:19])=[O:18])([F:16])([F:15])[F:14]. Product: [O-:20][S:17]([C:13]([F:16])([F:15])[F:14])(=[O:19])=[O:18].[F:1][C:2]1[C:8]([F:9])=[C:7]([F:10])[C:6]([F:11])=[C:5]([F:12])[C:3]=1[NH3+:4]. The catalyst class is: 4. (2) Reactant: [C:1]([C:3]1([NH:13][C:14](=[O:23])[O:15][CH2:16][C:17]2[CH:22]=[CH:21][CH:20]=[CH:19][CH:18]=2)[CH2:12][CH2:11][C:6]2([O:10][CH2:9][CH2:8][O:7]2)[CH2:5][CH2:4]1)#[N:2].[NH2:24][OH:25].[C:26]([C:33]([O:35][CH2:36][CH3:37])=[O:34])#[C:27][C:28]([O:30][CH2:31][CH3:32])=[O:29]. Product: [CH2:16]([O:15][C:14]([NH:13][C:3]1([C:1]2[NH:24][O:25][C:27]([CH2:26][C:33]([O:35][CH2:36][CH3:37])=[O:34])([C:28]([O:30][CH2:31][CH3:32])=[O:29])[N:2]=2)[CH2:12][CH2:11][C:6]2([O:10][CH2:9][CH2:8][O:7]2)[CH2:5][CH2:4]1)=[O:23])[C:17]1[CH:22]=[CH:21][CH:20]=[CH:19][CH:18]=1. The catalyst class is: 14.